This data is from Peptide-MHC class II binding affinity with 134,281 pairs from IEDB. The task is: Regression. Given a peptide amino acid sequence and an MHC pseudo amino acid sequence, predict their binding affinity value. This is MHC class II binding data. (1) The peptide sequence is HMQDKTMVKKWRDVP. The MHC is DRB1_1101 with pseudo-sequence DRB1_1101. The binding affinity (normalized) is 0.252. (2) The peptide sequence is DAAFKVAATAANAAP. The binding affinity (normalized) is 0.724. The MHC is HLA-DPA10201-DPB11401 with pseudo-sequence HLA-DPA10201-DPB11401. (3) The peptide sequence is EKKYFAATQFEDLAA. The MHC is HLA-DQA10101-DQB10501 with pseudo-sequence HLA-DQA10101-DQB10501. The binding affinity (normalized) is 0.815. (4) The peptide sequence is EDKYFAATQFEPLAA. The MHC is HLA-DQA10501-DQB10201 with pseudo-sequence HLA-DQA10501-DQB10201. The binding affinity (normalized) is 0.551.